Predict the product of the given reaction. From a dataset of Forward reaction prediction with 1.9M reactions from USPTO patents (1976-2016). (1) Given the reactants [C:1]([O:6][CH3:7])(=[O:5])/[CH:2]=[CH:3]/[CH3:4].[O:8]=[N+:9]([O-:12])[O-:10].[O-:12][N+:9](=[O:8])[O-:10].[O-:10][N+:9](=[O:8])[O-:12].[O-:10][N+:9](=[O:8])[O-:12].[O-:10][N+:9](=[O:8])[O-:12].[O-:10][N+:9](=[O:8])[O-:12].[Ce+4].[NH4+].[NH4+].N([O-])=O.[Na+].O, predict the reaction product. The product is: [OH:12][CH:2]([CH:3]([N+:9]([O-:10])=[O:8])[CH3:4])[C:1]([O:6][CH3:7])=[O:5]. (2) Given the reactants [CH2:1]([O:8][C:9]([C@H:11]1[CH2:16][N:15]([C:17](=[S:19])[NH2:18])[CH2:14][CH2:13][N:12]1[S:20]([C:23]1[CH:28]=[CH:27][C:26]([O:29][C:30]([F:33])([F:32])[F:31])=[CH:25][CH:24]=1)(=[O:22])=[O:21])=[O:10])[C:2]1[CH:7]=[CH:6][CH:5]=[CH:4][CH:3]=1.[C:34]([O:38][C:39](=[O:45])[CH:40](Br)[C:41](=O)[CH3:42])([CH3:37])([CH3:36])[CH3:35], predict the reaction product. The product is: [CH2:1]([O:8][C:9]([C@H:11]1[CH2:16][N:15]([C:17]2[S:19][C:40]([C:39]([O:38][C:34]([CH3:37])([CH3:36])[CH3:35])=[O:45])=[C:41]([CH3:42])[N:18]=2)[CH2:14][CH2:13][N:12]1[S:20]([C:23]1[CH:24]=[CH:25][C:26]([O:29][C:30]([F:33])([F:31])[F:32])=[CH:27][CH:28]=1)(=[O:21])=[O:22])=[O:10])[C:2]1[CH:7]=[CH:6][CH:5]=[CH:4][CH:3]=1. (3) Given the reactants [Cl:1][C:2]1[CH:7]=[CH:6][C:5]([CH2:8][C:9]([NH:11][N:12]2[N:21]=[C:20]([C:22]3[CH:23]=[N:24][C:25](Cl)=[CH:26][CH:27]=3)[C:19]3[C:14](=[CH:15][CH:16]=[CH:17][CH:18]=3)[C:13]2=[O:29])=[O:10])=[CH:4][CH:3]=1, predict the reaction product. The product is: [Cl:1][C:2]1[CH:7]=[CH:6][C:5]([CH2:8][C:9]([NH:11][N:12]2[N:21]=[C:20]([C:22]3[CH:23]=[N:24][CH:25]=[CH:26][CH:27]=3)[C:19]3[C:14](=[CH:15][CH:16]=[CH:17][CH:18]=3)[C:13]2=[O:29])=[O:10])=[CH:4][CH:3]=1. (4) Given the reactants Cl[C:2]1[CH:7]=[C:6]([NH:8][C:9]2[C:10]([C:24]([NH:26][CH3:27])=[O:25])=[N:11][C:12]([C:15]3[CH:16]=[N:17][N:18]([CH2:20][CH2:21][CH2:22][OH:23])[CH:19]=3)=[CH:13][CH:14]=2)[C:5]([C:28]([F:31])([F:30])[F:29])=[CH:4][N:3]=1.[NH2:32][C:33]1[CH:47]=[CH:46][C:36]([CH2:37][P:38](=[O:45])([O:42][CH2:43][CH3:44])[O:39][CH2:40][CH3:41])=[CH:35][C:34]=1[O:48][CH3:49].CC1(C)C2C(=C(P(C3C=CC=CC=3)C3C=CC=CC=3)C=CC=2)OC2C(P(C3C=CC=CC=3)C3C=CC=CC=3)=CC=CC1=2.C([O-])([O-])=O.[Cs+].[Cs+], predict the reaction product. The product is: [OH:23][CH2:22][CH2:21][CH2:20][N:18]1[CH:19]=[C:15]([C:12]2[N:11]=[C:10]([C:24](=[O:25])[NH:26][CH3:27])[C:9]([NH:8][C:6]3[C:5]([C:28]([F:31])([F:30])[F:29])=[CH:4][N:3]=[C:2]([NH:32][C:33]4[CH:47]=[CH:46][C:36]([CH2:37][P:38](=[O:45])([O:42][CH2:43][CH3:44])[O:39][CH2:40][CH3:41])=[CH:35][C:34]=4[O:48][CH3:49])[CH:7]=3)=[CH:14][CH:13]=2)[CH:16]=[N:17]1. (5) Given the reactants [OH-].[Na+:2].N([O-])=O.[Na+].Br[CH2:8][CH2:9][C:10]1[CH:15]=[CH:14][C:13]([S:16]([OH:19])(=[O:18])=[O:17])=[CH:12][CH:11]=1, predict the reaction product. The product is: [CH2:8]=[CH:9][C:10]1[CH:11]=[CH:12][C:13]([S:16]([O-:19])(=[O:18])=[O:17])=[CH:14][CH:15]=1.[Na+:2].